This data is from Catalyst prediction with 721,799 reactions and 888 catalyst types from USPTO. The task is: Predict which catalyst facilitates the given reaction. (1) Reactant: [CH3:1][O:2][C:3]1[CH:25]=[CH:24][CH:23]=[CH:22][C:4]=1[CH2:5][NH:6][CH2:7][CH2:8][C:9]1[CH:14]=[C:13]([O:15][CH3:16])[C:12]([N+:17]([O-])=O)=[CH:11][C:10]=1[O:20][CH3:21].C([O-])=O.[NH4+]. Product: [CH3:1][O:2][C:3]1[CH:25]=[CH:24][CH:23]=[CH:22][C:4]=1[CH2:5][NH:6][CH2:7][CH2:8][C:9]1[CH:14]=[C:13]([O:15][CH3:16])[C:12]([NH2:17])=[CH:11][C:10]=1[O:20][CH3:21]. The catalyst class is: 19. (2) Reactant: [Br:1][C:2]1[CH:7]=[CH:6][C:5]([C:8](=[O:16])[CH2:9][C:10]2[CH:15]=[CH:14][CH:13]=[CH:12][CH:11]=2)=[CH:4][CH:3]=1.[Br:17]Br.O. Product: [Br:17][CH:9]([C:10]1[CH:11]=[CH:12][CH:13]=[CH:14][CH:15]=1)[C:8]([C:5]1[CH:4]=[CH:3][C:2]([Br:1])=[CH:7][CH:6]=1)=[O:16]. The catalyst class is: 15. (3) Product: [CH3:26][NH:27][C:28](=[O:29])[O:1][CH2:2][C:3]1[CH:8]=[CH:7][C:6]([C:9]2[CH:10]=[CH:11][C:12]([NH:15][C:16]([C@@H:18]3[CH:23]4[CH2:24][CH2:25][N:20]([CH2:21][CH2:22]4)[CH2:19]3)=[O:17])=[CH:13][CH:14]=2)=[CH:5][CH:4]=1. Reactant: [OH:1][CH2:2][C:3]1[CH:8]=[CH:7][C:6]([C:9]2[CH:14]=[CH:13][C:12]([NH:15][C:16]([C@@H:18]3[CH:23]4[CH2:24][CH2:25][N:20]([CH2:21][CH2:22]4)[CH2:19]3)=[O:17])=[CH:11][CH:10]=2)=[CH:5][CH:4]=1.[CH3:26][N:27]=[C:28]=[O:29]. The catalyst class is: 118.